Dataset: Catalyst prediction with 721,799 reactions and 888 catalyst types from USPTO. Task: Predict which catalyst facilitates the given reaction. (1) Reactant: [Br:1][C:2]1[CH:3]=[CH:4][C:5](F)=[C:6]([NH2:8])[CH:7]=1.CCO[C:13]([S-:15])=[S:14].[K+].Cl. Product: [Br:1][C:2]1[CH:3]=[CH:4][C:5]2[S:14][C:13]([SH:15])=[N:8][C:6]=2[CH:7]=1. The catalyst class is: 6. (2) Product: [CH3:18][CH:17]([CH3:19])[C@@H:16]([NH:15][CH2:13][C:11]1[CH:10]=[CH:9][CH:8]=[C:7]([C:1]2[CH:2]=[CH:3][CH:4]=[CH:5][CH:6]=2)[N:12]=1)[CH2:20][OH:21]. The catalyst class is: 5. Reactant: [C:1]1([C:7]2[N:12]=[C:11]([CH:13]=O)[CH:10]=[CH:9][CH:8]=2)[CH:6]=[CH:5][CH:4]=[CH:3][CH:2]=1.[NH2:15][C@@H:16]([CH2:20][OH:21])[CH:17]([CH3:19])[CH3:18].C(O)(=O)C.C([BH3-])#N. (3) Reactant: [Br:1][C:2]1[CH:17]=[CH:16][C:5]2[N:6]=[C:7]([C:9]3[CH:10]=[C:11]([OH:15])[CH:12]=[CH:13][CH:14]=3)[O:8][C:4]=2[CH:3]=1.I[CH:19]([CH3:21])[CH3:20].C(=O)([O-])[O-].[K+].[K+].O. Product: [Br:1][C:2]1[CH:17]=[CH:16][C:5]2[N:6]=[C:7]([C:9]3[CH:14]=[CH:13][CH:12]=[C:11]([O:15][CH:19]([CH3:21])[CH3:20])[CH:10]=3)[O:8][C:4]=2[CH:3]=1. The catalyst class is: 9. (4) Reactant: Cl[CH2:2][CH2:3][CH2:4][OH:5].[N+:6]([C:9]1[CH:14]=[CH:13][C:12]([OH:15])=[CH:11][CH:10]=1)([O-:8])=[O:7].[OH-].[K+].[OH-].[Na+]. Product: [N+:6]([C:9]1[CH:14]=[CH:13][C:12]([O:15][CH2:2][CH2:3][CH2:4][OH:5])=[CH:11][CH:10]=1)([O-:8])=[O:7]. The catalyst class is: 40. (5) Reactant: [H-].[Na+].[Si:3]([O:10][CH2:11][CH2:12][OH:13])([C:6]([CH3:9])([CH3:8])[CH3:7])([CH3:5])[CH3:4].[Cl:14][C:15]1[N:20]=[C:19]([C:21]2[C:22](F)=[N:23][CH:24]=[C:25]([Cl:27])[CH:26]=2)[C:18]2[N:29]([CH2:41][C@H:42]3[CH2:47][CH2:46][C@H:45]([CH3:48])[CH2:44][CH2:43]3)[C:30]([N:32]3[CH2:37][CH2:36][O:35][C@@H:34]4[CH2:38][CH2:39][CH2:40][C@@H:33]34)=[N:31][C:17]=2[CH:16]=1. Product: [Si:3]([O:10][CH2:11][CH2:12][O:13][C:22]1[C:21]([C:19]2[C:18]3[N:29]([CH2:41][C@H:42]4[CH2:47][CH2:46][C@H:45]([CH3:48])[CH2:44][CH2:43]4)[C:30]([N:32]4[CH2:37][CH2:36][O:35][C@@H:34]5[CH2:38][CH2:39][CH2:40][C@@H:33]45)=[N:31][C:17]=3[CH:16]=[C:15]([Cl:14])[N:20]=2)=[CH:26][C:25]([Cl:27])=[CH:24][N:23]=1)([C:6]([CH3:8])([CH3:9])[CH3:7])([CH3:5])[CH3:4]. The catalyst class is: 3.